Dataset: Full USPTO retrosynthesis dataset with 1.9M reactions from patents (1976-2016). Task: Predict the reactants needed to synthesize the given product. (1) Given the product [C:1]([C:5]1[O:9][N:8]=[C:7]([NH:10][C:11]([NH:13][C:14]2[CH:19]=[CH:18][CH:17]=[C:16]([S:20][C:21]3[C:30]4[C:25](=[CH:26][C:27]([O:35][CH3:36])=[C:28]([O:31][CH2:32][CH2:33][N:37]5[CH2:42][CH2:41][S:40](=[O:44])(=[O:43])[CH2:39][CH2:38]5)[CH:29]=4)[N:24]=[CH:23][N:22]=3)[CH:15]=2)=[O:12])[CH:6]=1)([CH3:4])([CH3:3])[CH3:2], predict the reactants needed to synthesize it. The reactants are: [C:1]([C:5]1[O:9][N:8]=[C:7]([NH:10][C:11]([NH:13][C:14]2[CH:19]=[CH:18][CH:17]=[C:16]([S:20][C:21]3[C:30]4[C:25](=[CH:26][C:27]([O:35][CH3:36])=[C:28]([O:31][CH2:32][CH2:33]Cl)[CH:29]=4)[N:24]=[CH:23][N:22]=3)[CH:15]=2)=[O:12])[CH:6]=1)([CH3:4])([CH3:3])[CH3:2].[NH:37]1[CH2:42][CH2:41][S:40](=[O:44])(=[O:43])[CH2:39][CH2:38]1.CCN(C(C)C)C(C)C. (2) Given the product [NH:15]1[CH2:18][CH:17]([N:19]2[CH2:24][C@H:23]([CH3:25])[O:22][C@H:21]([CH3:26])[CH2:20]2)[CH2:16]1, predict the reactants needed to synthesize it. The reactants are: C(O)(C(F)(F)F)=O.C(OC([N:15]1[CH2:18][CH:17]([N:19]2[CH2:24][C@H:23]([CH3:25])[O:22][C@H:21]([CH3:26])[CH2:20]2)[CH2:16]1)=O)(C)(C)C. (3) The reactants are: [F:1][C:2]1[CH:10]=[C:9]2[C:5]([C:6]([CH2:12][NH:13][CH3:14])=[CH:7][N:8]2[CH3:11])=[CH:4][CH:3]=1.CNCC1C2C=CC=CC=2N2CCCC=12.[NH2:30][C:31]1[N:36]=[CH:35][C:34](/[CH:37]=[CH:38]/[C:39]([OH:41])=O)=[CH:33][CH:32]=1.Cl.O=C1NC2N=CC(/C=C/C(O)=O)=CC=2CC1. Given the product [NH2:30][C:31]1[N:36]=[CH:35][C:34](/[CH:37]=[CH:38]/[C:39]([N:13]([CH2:12][C:6]2[C:5]3[C:9](=[CH:10][C:2]([F:1])=[CH:3][CH:4]=3)[N:8]([CH3:11])[CH:7]=2)[CH3:14])=[O:41])=[CH:33][CH:32]=1, predict the reactants needed to synthesize it. (4) Given the product [CH3:1][O:2][C:3]1[CH:12]=[C:11]2[C:6]([C:7]([C:13]([C:15]3[CH:20]=[CH:19][C:18]([N+:21]([O-:23])=[O:22])=[CH:17][CH:16]=3)=[O:14])=[CH:8][CH:9]=[N:10]2)=[CH:5][CH:4]=1, predict the reactants needed to synthesize it. The reactants are: [CH3:1][O:2][C:3]1[CH:12]=[C:11]2[C:6]([C:7]([CH:13]([C:15]3[CH:20]=[CH:19][C:18]([N+:21]([O-:23])=[O:22])=[CH:17][CH:16]=3)[OH:14])=[CH:8][CH:9]=[N:10]2)=[CH:5][CH:4]=1.